This data is from Reaction yield outcomes from USPTO patents with 853,638 reactions. The task is: Predict the reaction yield, written as a fraction of the theoretical maximum amount of product (1.0 means a 100% yield; for example, 0.34 means a 34% yield). (1) The reactants are C([O:3][C:4]([C:6]1([C:9]2[CH:14]=[CH:13][C:12]([C:15]3[CH:20]=[CH:19][C:18]([C:21]4[S:22][C:23]([F:37])=[CH:24][C:25]=4[NH:26][C:27]([O:29][C@@H:30]([C:32]4[S:33][CH:34]=[CH:35][CH:36]=4)[CH3:31])=[O:28])=[CH:17][CH:16]=3)=[CH:11][CH:10]=2)[CH2:8][CH2:7]1)=[O:5])C.[OH-].[Na+].Cl. The catalyst is C(O)(C)C. The product is [F:37][C:23]1[S:22][C:21]([C:18]2[CH:19]=[CH:20][C:15]([C:12]3[CH:11]=[CH:10][C:9]([C:6]4([C:4]([OH:5])=[O:3])[CH2:8][CH2:7]4)=[CH:14][CH:13]=3)=[CH:16][CH:17]=2)=[C:25]([NH:26][C:27]([O:29][C@@H:30]([C:32]2[S:33][CH:34]=[CH:35][CH:36]=2)[CH3:31])=[O:28])[CH:24]=1. The yield is 0.600. (2) The reactants are [CH2:1]([P:3]([CH2:6][CH2:7][CH2:8][OH:9])(=[O:5])[OH:4])[CH3:2].[OH-:10].[Na+:11].C.OO. The catalyst is O. The product is [Na+:11].[CH2:1]([P:3]([OH:4])([CH2:6][CH2:7][C:8]([O-:10])=[O:9])=[O:5])[CH3:2]. The yield is 0.930. (3) The reactants are Cl[C:2]1[N:7]=[CH:6][N:5]=[C:4]([NH2:8])[CH:3]=1.CCOC(C)=O.[CH3:15][N:16](C=O)C. The catalyst is [C-]#N.[Zn+2].[C-]#N.C1C=CC([P]([Pd]([P](C2C=CC=CC=2)(C2C=CC=CC=2)C2C=CC=CC=2)([P](C2C=CC=CC=2)(C2C=CC=CC=2)C2C=CC=CC=2)[P](C2C=CC=CC=2)(C2C=CC=CC=2)C2C=CC=CC=2)(C2C=CC=CC=2)C2C=CC=CC=2)=CC=1. The product is [NH2:8][C:4]1[N:5]=[CH:6][N:7]=[C:2]([C:15]#[N:16])[CH:3]=1. The yield is 0.210. (4) The catalyst is CO. The reactants are [CH2:1]([CH:8]1[CH2:13][N:12]([C:14]2[CH:19]=[CH:18][C:17]([O:20][CH3:21])=[C:16]([O:22][CH:23]3[CH2:27][CH2:26][CH2:25][CH2:24]3)[CH:15]=2)[CH2:11][CH2:10][N:9]1[C:28](=[O:38])[CH2:29][O:30]CC1C=CC=CC=1)[C:2]1[CH:7]=[CH:6][CH:5]=[CH:4][CH:3]=1. The product is [CH2:1]([C@H:8]1[CH2:13][N:12]([C:14]2[CH:19]=[CH:18][C:17]([O:20][CH3:21])=[C:16]([O:22][CH:23]3[CH2:27][CH2:26][CH2:25][CH2:24]3)[CH:15]=2)[CH2:11][CH2:10][N:9]1[C:28](=[O:38])[CH2:29][OH:30])[C:2]1[CH:3]=[CH:4][CH:5]=[CH:6][CH:7]=1. The yield is 0.180. (5) The reactants are ClC1C=C(C)C=CC=1C1N(C[C@@H]2CCCNC2)C2N=C(NCC3C=CC(F)=C(F)C=3)N=CC=2C=1.[Cl:35][C:36]1[CH:41]=[C:40]([O:42][CH3:43])[CH:39]=[CH:38][C:37]=1[C:44]1[N:62]([CH2:63][C@@H:64]2[CH2:69][CH2:68][CH2:67][N:66](C(OC(C)(C)C)=O)[CH2:65]2)[C:47]2[N:48]=[C:49]([NH:52][CH2:53][C:54]3[CH:59]=[CH:58][C:57]([F:60])=[C:56]([F:61])[CH:55]=3)[N:50]=[CH:51][C:46]=2[CH:45]=1. No catalyst specified. The product is [Cl:35][C:36]1[CH:41]=[C:40]([O:42][CH3:43])[CH:39]=[CH:38][C:37]=1[C:44]1[N:62]([CH2:63][C@@H:64]2[CH2:69][CH2:68][CH2:67][NH:66][CH2:65]2)[C:47]2[N:48]=[C:49]([NH:52][CH2:53][C:54]3[CH:59]=[CH:58][C:57]([F:60])=[C:56]([F:61])[CH:55]=3)[N:50]=[CH:51][C:46]=2[CH:45]=1. The yield is 0.710. (6) The reactants are [CH3:1][O:2][CH2:3][CH2:4][C:5]1[S:6][C:7]([NH:13][C:14]2[CH:15]=[N:16][CH:17]=[CH:18][CH:19]=2)=[C:8]([C:10]([OH:12])=O)[N:9]=1.CCN(C(C)C)C(C)C.CN(C(ON1N=NC2C=CC=CC1=2)=[N+](C)C)C.[B-](F)(F)(F)F.[CH3:51][C:52]1[N:57]=[C:56]([NH2:58])[CH:55]=[CH:54][CH:53]=1. The catalyst is CN(C)C=O. The product is [CH3:51][C:52]1[N:57]=[C:56]([NH:58][C:10]([C:8]2[N:9]=[C:5]([CH2:4][CH2:3][O:2][CH3:1])[S:6][C:7]=2[NH:13][C:14]2[CH:15]=[N:16][CH:17]=[CH:18][CH:19]=2)=[O:12])[CH:55]=[CH:54][CH:53]=1. The yield is 0.270. (7) The reactants are C([C@@H]1C(OC)=[N:8][C@@H:7]([C@@H:12]([O:23][CH3:24])[C:13]2[CH:18]=[CH:17][C:16]([C:19]([F:22])([F:21])[F:20])=[CH:15][CH:14]=2)[C:6]([O:25][CH3:26])=N1)(C)C.Cl.C1C[O:31]CC1. The catalyst is CC#N. The product is [NH2:8][C@@H:7]([C@@H:12]([O:23][CH3:24])[C:13]1[CH:18]=[CH:17][C:16]([C:19]([F:22])([F:21])[F:20])=[CH:15][CH:14]=1)[C:6]([O:25][CH3:26])=[O:31]. The yield is 0.430.